Dataset: Full USPTO retrosynthesis dataset with 1.9M reactions from patents (1976-2016). Task: Predict the reactants needed to synthesize the given product. (1) Given the product [Cl:1][C:25]1[CH:26]=[CH:27][CH:28]=[CH:29][C:24]=1[O:23][P:22](=[N:13][C@@H:11]([CH3:12])[C:10]([O:9][CH2:2][C:3]1[CH:8]=[CH:7][CH:6]=[CH:5][CH:4]=1)=[O:14])=[O:30], predict the reactants needed to synthesize it. The reactants are: [Cl-:1].[CH2:2]([O:9][C:10](=[O:14])[C@@H:11]([NH3+:13])[CH3:12])[C:3]1[CH:8]=[CH:7][CH:6]=[CH:5][CH:4]=1.CCN(CC)CC.[P:22](Cl)(Cl)(=[O:30])[O:23][C:24]1[CH:29]=[CH:28][CH:27]=[CH:26][CH:25]=1. (2) Given the product [C:57]([O:27][CH:16]1[C:17]([O:21][CH:22]([O:24][CH2:25][CH3:26])[CH3:23])([CH3:20])[CH2:18][CH2:19][CH:7]([O:6][CH:4]([O:3][CH2:1][CH3:2])[CH3:5])[CH2:8][C:9]([O:11][CH:12](/[C:29](/[CH3:56])=[CH:30]/[CH:31]=[CH:32]/[C:33]([O:50][CH:51]([O:53][CH2:54][CH3:55])[CH3:52])([CH3:49])[CH2:34][CH:35]2[O:48][CH:36]2[CH:37]([CH3:47])[CH:38]([O:41][CH:42]([O:44][CH2:45][CH3:46])[CH3:43])[CH2:39][CH3:40])[CH:13]([CH3:28])[CH:14]=[CH:15]1)=[O:10])(=[O:67])[C:58]1[CH:63]=[CH:62][CH:61]=[CH:60][CH:59]=1, predict the reactants needed to synthesize it. The reactants are: [CH2:1]([O:3][CH:4]([O:6][CH:7]1[CH2:19][CH2:18][C:17]([O:21][CH:22]([O:24][CH2:25][CH3:26])[CH3:23])([CH3:20])[CH:16]([OH:27])[CH:15]=[CH:14][CH:13]([CH3:28])[CH:12](/[C:29](/[CH3:56])=[CH:30]/[CH:31]=[CH:32]/[C:33]([O:50][CH:51]([O:53][CH2:54][CH3:55])[CH3:52])([CH3:49])[CH2:34][CH:35]2[O:48][CH:36]2[CH:37]([CH3:47])[CH:38]([O:41][CH:42]([O:44][CH2:45][CH3:46])[CH3:43])[CH2:39][CH3:40])[O:11][C:9](=[O:10])[CH2:8]1)[CH3:5])[CH3:2].[CH2:57](Cl)[C:58]1[CH:63]=[CH:62][CH:61]=[CH:60][CH:59]=1.C(OCC)(=[O:67])C. (3) Given the product [NH2:25][C@@H:10]([C@H:9]([O:8][Si:1]([C:4]([CH3:7])([CH3:6])[CH3:5])([CH3:3])[CH3:2])[C:38]1[CH:39]=[N:40][C:41]([Cl:44])=[CH:42][CH:43]=1)[CH2:11][CH2:12][C:13]#[C:14][C:15]1[CH:24]=[CH:23][C:18]([C:19]([O:21][CH3:22])=[O:20])=[CH:17][CH:16]=1, predict the reactants needed to synthesize it. The reactants are: [Si:1]([O:8][C@H:9]([C:38]1[CH:39]=[N:40][C:41]([Cl:44])=[CH:42][CH:43]=1)[C@H:10]([NH:25]C(OCC1C=CC(OC)=CC=1)=O)[CH2:11][CH2:12][C:13]#[C:14][C:15]1[CH:24]=[CH:23][C:18]([C:19]([O:21][CH3:22])=[O:20])=[CH:17][CH:16]=1)([C:4]([CH3:7])([CH3:6])[CH3:5])([CH3:3])[CH3:2].C(N(CC)CC)C. (4) Given the product [Cl:5][C:6]1[CH:14]=[CH:13][C:9]([C:10]([C:30]2[CH:29]=[CH:28][C:27]3[C:22]4[CH2:23][CH2:24][C:25](=[O:26])[N:20]([CH3:19])[C:21]=4[CH2:33][C:32]=3[CH:31]=2)=[O:11])=[CH:8][C:7]=1[S:15]([NH2:16])(=[O:18])=[O:17], predict the reactants needed to synthesize it. The reactants are: [Cl-].[Al+3].[Cl-].[Cl-].[Cl:5][C:6]1[CH:14]=[CH:13][C:9]([C:10](Cl)=[O:11])=[CH:8][C:7]=1[S:15](=[O:18])(=[O:17])[NH2:16].[CH3:19][N:20]1[C:25](=[O:26])[CH2:24][CH2:23][C:22]2[C:27]3[CH:28]=[CH:29][CH:30]=[CH:31][C:32]=3[CH2:33][C:21]1=2. (5) Given the product [OH:6][C@H:5]([CH2:4][OH:3])[CH2:7][O:8][NH:9][C:10]([C:12]1[C:13]([Cl:30])=[C:14]2[CH:19]=[CH:18][N:17]=[CH:16][N:15]2[C:20]=1[NH:21][C:22]1[CH:27]=[CH:26][C:25]([I:28])=[CH:24][C:23]=1[F:29])=[O:11], predict the reactants needed to synthesize it. The reactants are: CC1(C)[O:6][C@@H:5]([CH2:7][O:8][NH:9][C:10]([C:12]2[C:13]([Cl:30])=[C:14]3[CH:19]=[CH:18][N:17]=[CH:16][N:15]3[C:20]=2[NH:21][C:22]2[CH:27]=[CH:26][C:25]([I:28])=[CH:24][C:23]=2[F:29])=[O:11])[CH2:4][O:3]1.Cl.O1CCOCC1.